From a dataset of Catalyst prediction with 721,799 reactions and 888 catalyst types from USPTO. Predict which catalyst facilitates the given reaction. (1) Reactant: [F:1][C:2]1[CH:7]=[CH:6][C:5]([OH:8])=[C:4]([C:9]2[CH:14]=[CH:13][N:12]=[CH:11][CH:10]=2)[CH:3]=1.[F:15][C:16]([F:29])([F:28])[S:17](O[S:17]([C:16]([F:29])([F:28])[F:15])(=[O:19])=[O:18])(=[O:19])=[O:18]. Product: [F:1][C:2]1[CH:7]=[CH:6][C:5]([O:8][S:17]([C:16]([F:29])([F:28])[F:15])(=[O:19])=[O:18])=[C:4]([C:9]2[CH:10]=[CH:11][N:12]=[CH:13][CH:14]=2)[CH:3]=1. The catalyst class is: 17. (2) Reactant: C(OC([NH:8][C:9]1[S:13][C:12]([C:14]([O:16][CH2:17][CH3:18])=[O:15])=[CH:11][C:10]=1[C:19]#[C:20][C:21]1[CH:26]=[CH:25][CH:24]=[CH:23][CH:22]=1)=O)(C)(C)C.[C:27](=[O:30])([O-])[O-:28].[K+].[K+].P([C:34]([CH3:37])([CH3:36])[CH3:35])([C:34]([CH3:37])([CH3:36])[CH3:35])[C:34]([CH3:37])([CH3:36])[CH3:35].Cl. Product: [C:21]1([C:20]2[NH:8][C:9]3[S:13][C:12]([C:14]([O:16][CH2:17][CH3:18])=[O:15])=[CH:11][C:10]=3[C:19]=2[C:27]([O:28][C:34]([CH3:37])([CH3:36])[CH3:35])=[O:30])[CH:22]=[CH:23][CH:24]=[CH:25][CH:26]=1. The catalyst class is: 443.